From a dataset of Reaction yield outcomes from USPTO patents with 853,638 reactions. Predict the reaction yield, written as a fraction of the theoretical maximum amount of product (1.0 means a 100% yield; for example, 0.34 means a 34% yield). (1) The reactants are [CH:1]([C:3]1[CH:4]=[C:5]([CH:10]=[CH:11][C:12]=1[OH:13])[C:6]([O:8][CH3:9])=[O:7])=[O:2].C1C=CC(N([S:21]([C:24]([F:27])([F:26])[F:25])(=[O:23])=[O:22])[S:21]([C:24]([F:27])([F:26])[F:25])(=[O:23])=[O:22])=CC=1. The catalyst is CN(C)C1C=CN=CC=1.C(Cl)Cl. The product is [CH:1]([C:3]1[CH:4]=[C:5]([CH:10]=[CH:11][C:12]=1[O:13][S:21]([C:24]([F:27])([F:26])[F:25])(=[O:23])=[O:22])[C:6]([O:8][CH3:9])=[O:7])=[O:2]. The yield is 0.990. (2) The reactants are [CH3:1][O:2][CH2:3][CH2:4][CH2:5][NH:6][C:7](=[O:13])[O:8][C:9]([CH3:12])([CH3:11])[CH3:10].[OH-].[K+].[CH3:16]I. The yield is 0.370. The product is [CH3:1][O:2][CH2:3][CH2:4][CH2:5][N:6]([CH3:16])[C:7](=[O:13])[O:8][C:9]([CH3:10])([CH3:12])[CH3:11]. No catalyst specified.